Dataset: Forward reaction prediction with 1.9M reactions from USPTO patents (1976-2016). Task: Predict the product of the given reaction. (1) Given the reactants C[O:2][C:3](=[O:22])[CH2:4][CH2:5][C:6]1[CH:11]=[CH:10][C:9]([O:12][C:13]2[CH:18]=[C:17]([CH3:19])[CH:16]=[C:15](Br)[CH:14]=2)=[CH:8][C:7]=1[CH3:21].[Cl:23][C:24]1[CH:29]=[CH:28][C:27]([OH:30])=[C:26]([O:31][C:32]2[CH:37]=[CH:36][CH:35]=[CH:34][CH:33]=2)[CH:25]=1, predict the reaction product. The product is: [Cl:23][C:24]1[CH:29]=[CH:28][C:27]([O:30][C:15]2[CH:14]=[C:13]([CH:18]=[C:17]([CH3:19])[CH:16]=2)[O:12][C:9]2[CH:10]=[CH:11][C:6]([CH2:5][CH2:4][C:3]([OH:2])=[O:22])=[C:7]([CH3:21])[CH:8]=2)=[C:26]([O:31][C:32]2[CH:37]=[CH:36][CH:35]=[CH:34][CH:33]=2)[CH:25]=1. (2) Given the reactants [Si]([O:8][C@@H:9]1[CH2:14][CH2:13][CH2:12][N:11]([C:15]2[CH:20]=[CH:19][N:18]=[CH:17][C:16]=2[NH:21][C:22]2[N:26]3[N:27]=[C:28]([C:31]4[CH:36]=[CH:35][CH:34]=[CH:33][C:32]=4[Cl:37])[CH:29]=[CH:30][C:25]3=[CH:24][N:23]=2)[CH2:10]1)(C(C)(C)C)(C)C.Cl, predict the reaction product. The product is: [Cl:37][C:32]1[CH:33]=[CH:34][CH:35]=[CH:36][C:31]=1[C:28]1[CH:29]=[CH:30][C:25]2[N:26]([C:22]([NH:21][C:16]3[CH:17]=[N:18][CH:19]=[CH:20][C:15]=3[N:11]3[CH2:12][CH2:13][CH2:14][C@@H:9]([OH:8])[CH2:10]3)=[N:23][CH:24]=2)[N:27]=1. (3) Given the reactants Cl[C:2]1[C:3]2[C:4](=[CH:18][N:19](CC3C=CC(OC)=CC=3)[N:20]=2)[N:5]=[C:6]([C:8]2[CH:13]=[CH:12][CH:11]=[C:10]([S:14]([CH3:17])(=[O:16])=[O:15])[CH:9]=2)[N:7]=1.[NH2:30][C:31]1[CH:36]=[CH:35][C:34]([N:37]2[CH2:42][CH2:41][N:40]([C:43](=[O:45])[CH3:44])[CH2:39][CH2:38]2)=[CH:33][CH:32]=1.Cl, predict the reaction product. The product is: [CH3:17][S:14]([C:10]1[CH:9]=[C:8]([C:6]2[N:7]=[C:2]([NH:30][C:31]3[CH:32]=[CH:33][C:34]([N:37]4[CH2:38][CH2:39][N:40]([C:43](=[O:45])[CH3:44])[CH2:41][CH2:42]4)=[CH:35][CH:36]=3)[C:3]3[NH:20][N:19]=[CH:18][C:4]=3[N:5]=2)[CH:13]=[CH:12][CH:11]=1)(=[O:16])=[O:15]. (4) Given the reactants [CH3:1][CH2:2][CH2:3][CH2:4][CH2:5][C@H:6]([OH:25])/[CH:7]=[CH:8]/[C@H:9]1[O:15][C@@H:13]2[O:14][C@@H:11]([CH2:12]2)[C@@H:10]1[CH2:16]/[CH:17]=[CH:18]\[CH2:19][CH2:20][CH2:21][C:22]([OH:24])=[O:23].C(O)C(N)(CO)C[OH:29], predict the reaction product. The product is: [CH3:1][CH2:2][CH2:3][CH2:4][CH2:5][C@H:6]([O:25][OH:29])/[CH:7]=[CH:8]/[C@@H:9]1[C@@H:10]([CH2:16]/[CH:17]=[CH:18]\[CH2:19][CH2:20][CH2:21][C:22]([OH:24])=[O:23])[C@H:11]2[O:14][O:15][C@@H:13]1[CH2:12]2.